This data is from Reaction yield outcomes from USPTO patents with 853,638 reactions. The task is: Predict the reaction yield, written as a fraction of the theoretical maximum amount of product (1.0 means a 100% yield; for example, 0.34 means a 34% yield). (1) The reactants are Cl.Cl.[NH2:3][CH2:4][C@@:5]1([OH:13])[CH:10]2[CH2:11][CH2:12][N:7]([CH2:8][CH2:9]2)[CH2:6]1.C([O-])([O-])=O.[Cs+].[Cs+].[N:20]([C:23]1[CH:28]=[N:27][C:26]([S:29][CH3:30])=[CH:25][N:24]=1)=[C:21]=S.C(N=C=NC(C)C)(C)C. The catalyst is CN(C)C=O. The product is [CH3:30][S:29][C:26]1[N:27]=[CH:28][C:23]([NH:20][C:21]2[O:13][C@:5]3([CH2:4][N:3]=2)[CH:10]2[CH2:9][CH2:8][N:7]([CH2:12][CH2:11]2)[CH2:6]3)=[N:24][CH:25]=1. The yield is 0.160. (2) The reactants are Cl.[Cl-].[K+].ICl.[I-].I([O-])(=O)=O.CN1[C@@H]([C@H:22]2[O:31][C:29](=[O:30])[C:28]3[C:27]([O:32][CH3:33])=[C:26]([O:34][CH3:35])[CH:25]=[CH:24][C:23]2=3)C2C(OC)=C3OCOC3=CC=2CC1.N1C=CC=CC=1.ICl.N. The catalyst is C(#N)C.N1C=CC=CC=1. The product is [CH3:35][O:34][C:26]1[C:27]([O:32][CH3:33])=[C:28]2[C:23]([CH2:22][O:31][C:29]2=[O:30])=[CH:24][CH:25]=1. The yield is 0.760.